From a dataset of Full USPTO retrosynthesis dataset with 1.9M reactions from patents (1976-2016). Predict the reactants needed to synthesize the given product. The reactants are: Cl[CH2:2][C:3]([O:5][C:6]([CH3:9])([CH3:8])[CH3:7])=[O:4].[NH2:10][CH2:11][C:12]1[CH:17]=[CH:16][CH:15]=[CH:14][N:13]=1.C(=O)([O-])[O-].[K+].[K+]. Given the product [N:13]1[CH:14]=[CH:15][CH:16]=[CH:17][C:12]=1[CH2:11][NH:10][CH2:2][C:3]([O:5][C:6]([CH3:9])([CH3:8])[CH3:7])=[O:4], predict the reactants needed to synthesize it.